This data is from Forward reaction prediction with 1.9M reactions from USPTO patents (1976-2016). The task is: Predict the product of the given reaction. (1) Given the reactants [O:1]1[C:5]2[CH:6]=[CH:7][C:8]([C:10]3[S:11][CH:12]=[C:13]([C:15]([OH:17])=O)[N:14]=3)=[CH:9][C:4]=2[CH2:3][CH2:2]1.[CH2:18]([S:22][C:23]1[N:27]=[C:26]([NH2:28])[NH:25][N:24]=1)[CH:19]([CH3:21])[CH3:20].F[P-](F)(F)(F)(F)F.N1(OC(N(C)C)=[N+](C)C)C2C=CC=CC=2N=N1, predict the reaction product. The product is: [O:1]1[C:5]2[CH:6]=[CH:7][C:8]([C:10]3[S:11][CH:12]=[C:13]([C:15]([NH:28][C:26]4[NH:25][N:24]=[C:23]([S:22][CH2:18][CH:19]([CH3:21])[CH3:20])[N:27]=4)=[O:17])[N:14]=3)=[CH:9][C:4]=2[CH2:3][CH2:2]1. (2) Given the reactants [ClH:1].[C:2]12([CH2:12][OH:13])[CH2:11][CH:6]3[CH2:7][CH:8]([CH2:10][CH:4]([CH2:5]3)[CH2:3]1)[CH2:9]2.[CH2:14]=O.S([O-])([O-])(=O)=O.[Mg+2].[Cl-].[Na+].S(=O)(=O)(O)O, predict the reaction product. The product is: [Cl:1][CH2:14][O:13][CH2:12][C:2]12[CH2:9][CH:8]3[CH2:7][CH:6]([CH2:5][CH:4]([CH2:10]3)[CH2:3]1)[CH2:11]2.